Dataset: Catalyst prediction with 721,799 reactions and 888 catalyst types from USPTO. Task: Predict which catalyst facilitates the given reaction. (1) Reactant: [NH2:1][C@@H:2]([CH3:19])[CH2:3][N:4]1[CH:8]=[CH:7][C:6]([C:9]2[CH:16]=[CH:15][C:12]([C:13]#[N:14])=[C:11]([Cl:17])[C:10]=2[F:18])=[N:5]1.[OH:20][C:21]([C:24]1[O:28][N:27]=[C:26]([C:29](O)=[O:30])[CH:25]=1)([CH3:23])[CH3:22].C1C=CC2N(O)N=NC=2C=1.CCN(C(C)C)C(C)C.CCN=C=NCCCN(C)C. Product: [Cl:17][C:11]1[C:10]([F:18])=[C:9]([C:6]2[CH:7]=[CH:8][N:4]([CH2:3][C@@H:2]([NH:1][C:29]([C:26]3[CH:25]=[C:24]([C:21]([OH:20])([CH3:22])[CH3:23])[O:28][N:27]=3)=[O:30])[CH3:19])[N:5]=2)[CH:16]=[CH:15][C:12]=1[C:13]#[N:14]. The catalyst class is: 3. (2) Reactant: Br[C:2]1[CH:3]=[C:4]([C:8]2[CH:13]=[CH:12][CH:11]=[CH:10][N:9]=2)[CH:5]=[CH:6][CH:7]=1.[C:14]([C:18]1[CH:23]=[CH:22][C:21](B(O)O)=[CH:20][CH:19]=1)([CH3:17])([CH3:16])[CH3:15].C([O-])([O-])=O.[K+].[K+].COCCOC. Product: [C:14]([C:18]1[CH:23]=[CH:22][C:21]([C:2]2[CH:7]=[CH:6][CH:5]=[C:4]([C:8]3[CH:13]=[CH:12][CH:11]=[CH:10][N:9]=3)[CH:3]=2)=[CH:20][CH:19]=1)([CH3:17])([CH3:16])[CH3:15]. The catalyst class is: 6. (3) Reactant: [NH2:1][C@H](C(C)C)C(N1CC[C@@](C2C=CC(Cl)=CC=2)(O)C(C)(C)C1)=O.[S:24]([C:28]1[CH:29]=[C:30]([CH:34]=[CH:35][CH:36]=1)[C:31](O)=[O:32])(=[O:27])(=[O:26])[NH2:25].C1C=CC2N(O)N=NC=2C=1.C(Cl)CCl.C(N(CC)CC)C. Product: [S:24]([C:28]1[CH:29]=[C:30]([CH:34]=[CH:35][CH:36]=1)[C:31]([NH2:1])=[O:32])(=[O:27])(=[O:26])[NH2:25]. The catalyst class is: 2. (4) Reactant: [CH3:1][O:2][C:3](=[O:17])[C:4]1[CH:9]=[CH:8][CH:7]=[C:6]([O:10][CH:11]2[CH2:16][CH2:15][NH:14][CH2:13][CH2:12]2)[CH:5]=1.CCN(CC)CC.I[CH:26]([CH3:28])[CH3:27]. Product: [CH3:1][O:2][C:3](=[O:17])[C:4]1[CH:9]=[CH:8][CH:7]=[C:6]([O:10][CH:11]2[CH2:16][CH2:15][N:14]([CH:26]([CH3:28])[CH3:27])[CH2:13][CH2:12]2)[CH:5]=1. The catalyst class is: 116. (5) Reactant: ClC1C=C2C(C3N=[C:15]([NH:17][C@H:18]4[CH2:23][CH2:22][CH2:21][CH2:20][C@@H:19]4[NH2:24])C(F)=CN=3)=CNC2=NC=1.[Cl:26][C:27]1[CH:28]=[C:29]2[C:35]([C:36]3[N:41]=[C:40](C4CCC[C@H](N)[C@H]4N)[C:39]([F:50])=[CH:38][N:37]=3)=[CH:34][N:33](S(C3C=CC(C)=CC=3)(=O)=O)[C:30]2=[N:31][CH:32]=1.C=O.[BH3-][C:64]#N.[Na+]. Product: [Cl:26][C:27]1[CH:28]=[C:29]2[C:35]([C:36]3[N:41]=[C:40]([NH:24][C@H:19]4[CH2:20][CH2:21][CH2:22][CH2:23][C@@H:18]4[N:17]([CH3:15])[CH3:64])[C:39]([F:50])=[CH:38][N:37]=3)=[CH:34][NH:33][C:30]2=[N:31][CH:32]=1. The catalyst class is: 10.